This data is from NCI-60 drug combinations with 297,098 pairs across 59 cell lines. The task is: Regression. Given two drug SMILES strings and cell line genomic features, predict the synergy score measuring deviation from expected non-interaction effect. (1) Drug 1: CCN(CC)CCCC(C)NC1=C2C=C(C=CC2=NC3=C1C=CC(=C3)Cl)OC. Drug 2: C1CN(CCN1C(=O)CCBr)C(=O)CCBr. Cell line: HCT-15. Synergy scores: CSS=32.3, Synergy_ZIP=-3.68, Synergy_Bliss=-4.79, Synergy_Loewe=-8.24, Synergy_HSA=-1.55. (2) Drug 1: C1CCC(C1)C(CC#N)N2C=C(C=N2)C3=C4C=CNC4=NC=N3. Drug 2: CC(C)NC(=O)C1=CC=C(C=C1)CNNC.Cl. Cell line: RPMI-8226. Synergy scores: CSS=1.77, Synergy_ZIP=7.36, Synergy_Bliss=14.8, Synergy_Loewe=-1.57, Synergy_HSA=0.572. (3) Drug 1: CN1CCC(CC1)COC2=C(C=C3C(=C2)N=CN=C3NC4=C(C=C(C=C4)Br)F)OC. Drug 2: C1C(C(OC1N2C=C(C(=O)NC2=O)F)CO)O. Cell line: OVCAR-4. Synergy scores: CSS=21.2, Synergy_ZIP=-11.9, Synergy_Bliss=-15.3, Synergy_Loewe=-22.7, Synergy_HSA=-11.9.